This data is from Reaction yield outcomes from USPTO patents with 853,638 reactions. The task is: Predict the reaction yield, written as a fraction of the theoretical maximum amount of product (1.0 means a 100% yield; for example, 0.34 means a 34% yield). (1) The reactants are C([Mg]Cl)(C)(C)C.[F:7][C:8]1[C:13]([C:14]2[C:19]([F:20])=[C:18]([F:21])[C:17]([CH2:22][S:23]([C:26]([F:29])([F:28])[F:27])(=[O:25])=[O:24])=[C:16]([F:30])[C:15]=2[F:31])=[C:12]([F:32])[C:11]([F:33])=[C:10]([F:34])[C:9]=1[F:35].[F:36][C:37]([F:50])([F:49])[S:38](O[S:38]([C:37]([F:50])([F:49])[F:36])(=[O:40])=[O:39])(=[O:40])=[O:39].Cl.O. The catalyst is O.C(OCC)C. The product is [F:32][C:12]1[C:13]([C:14]2[C:15]([F:31])=[C:16]([F:30])[C:17]([CH:22]([S:38]([C:37]([F:50])([F:49])[F:36])(=[O:40])=[O:39])[S:23]([C:26]([F:27])([F:28])[F:29])(=[O:25])=[O:24])=[C:18]([F:21])[C:19]=2[F:20])=[C:8]([F:7])[C:9]([F:35])=[C:10]([F:34])[C:11]=1[F:33]. The yield is 0.470. (2) The reactants are [CH2:1]([C:9]1[CH:21]=[CH:20][C:12]([C:13]([O:15]C(C)(C)C)=[O:14])=[CH:11][CH:10]=1)[CH2:2][C:3]1[CH:8]=[CH:7][CH:6]=[CH:5][CH:4]=1. The catalyst is ClCCl.FC(F)(F)C(O)=O. The product is [CH2:1]([C:9]1[CH:10]=[CH:11][C:12]([C:13]([OH:15])=[O:14])=[CH:20][CH:21]=1)[CH2:2][C:3]1[CH:4]=[CH:5][CH:6]=[CH:7][CH:8]=1. The yield is 0.900. (3) No catalyst specified. The yield is 0.760. The reactants are C(N(CCCC)C(C1N=[C:14]([C:15]2[CH:20]=[CH:19][C:18](C(OC)=O)=[CH:17][C:16]=2C(O[CH2:14][C:15]2[CH:20]=[CH:19][CH:18]=[CH:17][CH:16]=2)=O)N(C[CH2:14][C:15]2[CH:20]=[CH:19][CH:18]=[CH:17][CH:16]=2)C=1)=O)CCC.[CH2:45]([N:49]([CH2:77][CH2:78][CH2:79][CH3:80])[C:50]([C:52]1[N:53]=[C:54]([C:57]2[CH:66]=[CH:65][C:60]([C:61]([O:63][CH3:64])=[O:62])=[CH:59][C:58]=2[C:67]([O:69][CH2:70][C:71]2[CH:76]=[CH:75][CH:74]=[CH:73][CH:72]=2)=[O:68])[NH:55][CH:56]=1)=[O:51])[CH2:46][CH2:47][CH3:48].C(Br)C1C=CC=CC=1. The product is [CH2:14]([N:55]1[CH:56]=[C:52]([C:50](=[O:51])[N:49]([CH2:45][CH2:46][CH2:47][CH3:48])[CH2:77][CH2:78][CH2:79][CH3:80])[N:53]=[C:54]1[C:57]1[CH:66]=[CH:65][C:60]([C:61]([O:63][CH3:64])=[O:62])=[CH:59][C:58]=1[C:67]([O:69][CH2:70][C:71]1[CH:72]=[CH:73][CH:74]=[CH:75][CH:76]=1)=[O:68])[C:15]1[CH:20]=[CH:19][CH:18]=[CH:17][CH:16]=1. (4) The reactants are [N+:1]([C:4]1[CH:19]=[CH:18][C:7]2[NH:8][C:9]([C:11]3[CH:16]=[CH:15][CH:14]=[CH:13][C:12]=3[OH:17])=[N:10][C:6]=2[CH:5]=1)([O-])=O. The catalyst is C(OCC)(=O)C.O.C(O)(=O)C.[Pd]. The product is [NH2:1][C:4]1[CH:19]=[CH:18][C:7]2[NH:8][C:9]([C:11]3[CH:16]=[CH:15][CH:14]=[CH:13][C:12]=3[OH:17])=[N:10][C:6]=2[CH:5]=1. The yield is 0.760. (5) The reactants are [CH2:1]([O:3][C:4]1[CH:9]=[C:8](F)[C:7]([CH3:11])=[CH:6][C:5]=1[N+:12]([O-:14])=[O:13])[CH3:2].Cl.[CH3:16][S:17]([CH2:20][CH2:21][CH:22]1[CH2:27][CH2:26][NH:25][CH2:24][CH2:23]1)(=[O:19])=[O:18].C([O-])([O-])=O.[K+].[K+].CS(C)=O. The catalyst is CCOC(C)=O.C(Cl)Cl. The product is [CH2:1]([O:3][C:4]1[C:5]([N+:12]([O-:14])=[O:13])=[CH:6][C:7]([CH3:11])=[C:8]([N:25]2[CH2:26][CH2:27][CH:22]([CH2:21][CH2:20][S:17]([CH3:16])(=[O:19])=[O:18])[CH2:23][CH2:24]2)[CH:9]=1)[CH3:2]. The yield is 0.660.